Dataset: Forward reaction prediction with 1.9M reactions from USPTO patents (1976-2016). Task: Predict the product of the given reaction. (1) Given the reactants [C:1]([CH:3]=[C:4]1[CH2:7][N:6]([C:8]([O:10][C:11]([CH3:14])([CH3:13])[CH3:12])=[O:9])[CH2:5]1)#[N:2].[CH3:15][C:16]1([CH3:28])[C:20]([CH3:22])([CH3:21])[O:19][B:18]([C:23]2[CH:24]=[N:25][NH:26][CH:27]=2)[O:17]1.C1CCN2C(=NCCC2)CC1, predict the reaction product. The product is: [C:1]([CH2:3][C:4]1([N:26]2[CH:27]=[C:23]([B:18]3[O:17][C:16]([CH3:28])([CH3:15])[C:20]([CH3:22])([CH3:21])[O:19]3)[CH:24]=[N:25]2)[CH2:7][N:6]([C:8]([O:10][C:11]([CH3:14])([CH3:13])[CH3:12])=[O:9])[CH2:5]1)#[N:2]. (2) Given the reactants [I:1][C:2]1[CH:7]=[CH:6][CH:5]=[CH:4][C:3]=1[O:8][CH3:9].[N+:10]([O-])([OH:12])=[O:11], predict the reaction product. The product is: [I:1][C:2]1[CH:7]=[C:6]([N+:10]([O-:12])=[O:11])[CH:5]=[CH:4][C:3]=1[O:8][CH3:9].